Predict which catalyst facilitates the given reaction. From a dataset of Catalyst prediction with 721,799 reactions and 888 catalyst types from USPTO. (1) Reactant: [OH:1][CH:2]([C:6]1[CH:11]=[CH:10][C:9]([C:12]2[N:16]=[C:15]([C:17]3[O:21][N:20]=[C:19]([C:22]4[CH:27]=[CH:26][CH:25]=[CH:24][CH:23]=4)[C:18]=3[C:28]([F:31])([F:30])[F:29])[O:14][N:13]=2)=[CH:8][CH:7]=1)[C:3](O)=[O:4].[NH2:32][C@H:33]([CH3:36])[C:34]#[N:35].CN1CCOCC1.CN(C(ON1N=NC2C=CC=NC1=2)=[N+](C)C)C.F[P-](F)(F)(F)(F)F. Product: [C:34]([C@H:33]([NH:32][C:3](=[O:4])[CH:2]([OH:1])[C:6]1[CH:7]=[CH:8][C:9]([C:12]2[N:16]=[C:15]([C:17]3[O:21][N:20]=[C:19]([C:22]4[CH:23]=[CH:24][CH:25]=[CH:26][CH:27]=4)[C:18]=3[C:28]([F:30])([F:31])[F:29])[O:14][N:13]=2)=[CH:10][CH:11]=1)[CH3:36])#[N:35]. The catalyst class is: 3. (2) Reactant: [OH:1][CH2:2][C:3]([CH3:9])([CH3:8])[C:4]([O:6][CH3:7])=[O:5].[H-].[Na+].[CH3:12]I.O. Product: [CH3:12][O:1][CH2:2][C:3]([CH3:9])([CH3:8])[C:4]([O:6][CH3:7])=[O:5]. The catalyst class is: 7. (3) Reactant: [OH:1][C:2]([C:4]([F:15])([F:14])[CH:5]([O:8][C:9](=[O:13])[C:10]([CH3:12])=[CH2:11])[CH2:6][CH3:7])=[O:3].C1COCC1.C(N(CC)CC)C.Cl[C:29]1([CH2:34][CH3:35])[CH2:33][CH2:32][CH2:31][CH2:30]1. Product: [CH2:34]([C:29]1([O:3][C:2]([C:4]([F:14])([F:15])[CH:5]([O:8][C:9](=[O:13])[C:10]([CH3:12])=[CH2:11])[CH2:6][CH3:7])=[O:1])[CH2:33][CH2:32][CH2:31][CH2:30]1)[CH3:35]. The catalyst class is: 6. (4) Reactant: [C:1]1([C:25]2[CH:30]=[CH:29][CH:28]=[CH:27][CH:26]=2)[CH:6]=[CH:5][C:4]([C:7]([C:9]2[C:10]([CH3:24])=[N:11][N:12]([C:15]3[CH:22]=[CH:21][C:18]([C:19]#[N:20])=[C:17]([Cl:23])[CH:16]=3)[C:13]=2[CH3:14])=[CH2:8])=[CH:3][CH:2]=1. Product: [C:1]1([C:25]2[CH:30]=[CH:29][CH:28]=[CH:27][CH:26]=2)[CH:2]=[CH:3][C:4]([CH:7]([C:9]2[C:10]([CH3:24])=[N:11][N:12]([C:15]3[CH:22]=[CH:21][C:18]([C:19]#[N:20])=[CH:17][CH:16]=3)[C:13]=2[CH3:14])[CH3:8])=[CH:5][CH:6]=1.[C:1]1([C:25]2[CH:30]=[CH:29][CH:28]=[CH:27][CH:26]=2)[CH:2]=[CH:3][C:4]([CH:7]([C:9]2[C:10]([CH3:24])=[N:11][N:12]([C:15]3[CH:22]=[CH:21][C:18]([C:19]#[N:20])=[C:17]([Cl:23])[CH:16]=3)[C:13]=2[CH3:14])[CH3:8])=[CH:5][CH:6]=1. The catalyst class is: 178. (5) Reactant: [Cl:1][C:2]1[CH:12]=[CH:11][C:5]2[NH:6][C:7](SC)=[N:8][C:4]=2[C:3]=1[NH:13][C:14](=[O:21])[C:15]1[CH:20]=[CH:19][CH:18]=[CH:17][CH:16]=1.O[O:23][S:24]([O-:26])=O.[K+].[CH3:28]O. Product: [Cl:1][C:2]1[CH:12]=[CH:11][C:5]2[NH:6][C:7]([S:24]([CH3:28])(=[O:26])=[O:23])=[N:8][C:4]=2[C:3]=1[NH:13][C:14](=[O:21])[C:15]1[CH:16]=[CH:17][CH:18]=[CH:19][CH:20]=1. The catalyst class is: 6. (6) Reactant: [Br:1][C:2]1[CH:10]=[CH:9][CH:8]=[C:7]2[C:3]=1[CH2:4][CH2:5][C:6]2=[O:11].[BH4-].[Na+]. Product: [Br:1][C:2]1[CH:10]=[CH:9][CH:8]=[C:7]2[C:3]=1[CH2:4][CH2:5][CH:6]2[OH:11]. The catalyst class is: 8. (7) Reactant: [Cl:1][C:2]1[C:3]([CH:16](OC)OC)=[C:4]([NH2:15])[C:5]([C:8]2[C:9]([CH3:14])=[N:10][O:11][C:12]=2[CH3:13])=[N:6][CH:7]=1.[F:21][C:22]1[C:23]([CH:28]2[CH2:37][CH2:36][C:35]3[C:30](=[CH:31][C:32]([NH2:39])=[C:33]([CH3:38])[CH:34]=3)[O:29]2)=[N:24][CH:25]=[CH:26][CH:27]=1.O.C1(C)C=CC(S(O)(=O)=O)=CC=1.C(=O)([O-])O.[Na+]. Product: [Cl:1][C:2]1[C:3]([CH2:16][NH:39][C:32]2[CH:31]=[C:30]3[C:35]([CH2:36][CH2:37][CH:28]([C:23]4[C:22]([F:21])=[CH:27][CH:26]=[CH:25][N:24]=4)[O:29]3)=[CH:34][C:33]=2[CH3:38])=[C:4]([NH2:15])[C:5]([C:8]2[C:9]([CH3:14])=[N:10][O:11][C:12]=2[CH3:13])=[N:6][CH:7]=1. The catalyst class is: 11.